This data is from Catalyst prediction with 721,799 reactions and 888 catalyst types from USPTO. The task is: Predict which catalyst facilitates the given reaction. (1) Reactant: [N:1]1([C:12]([O:14][C:15]([CH3:18])([CH3:17])[CH3:16])=[O:13])[CH2:6][CH2:5][CH:4]([C:7]([O:9][CH2:10][CH3:11])=[O:8])[CH2:3][CH2:2]1.[Li+].CC([N-]C(C)C)C.Cl[CH2:28][C:29]1[N:30]=[CH:31][N:32]([C:34]([C:47]2[CH:52]=[CH:51][CH:50]=[CH:49][CH:48]=2)([C:41]2[CH:46]=[CH:45][CH:44]=[CH:43][CH:42]=2)[C:35]2[CH:40]=[CH:39][CH:38]=[CH:37][CH:36]=2)[CH:33]=1. Product: [C:34]([N:32]1[CH:33]=[C:29]([CH2:28][C:4]2([C:7]([O:9][CH2:10][CH3:11])=[O:8])[CH2:3][CH2:2][N:1]([C:12]([O:14][C:15]([CH3:17])([CH3:16])[CH3:18])=[O:13])[CH2:6][CH2:5]2)[N:30]=[CH:31]1)([C:41]1[CH:42]=[CH:43][CH:44]=[CH:45][CH:46]=1)([C:47]1[CH:52]=[CH:51][CH:50]=[CH:49][CH:48]=1)[C:35]1[CH:40]=[CH:39][CH:38]=[CH:37][CH:36]=1. The catalyst class is: 1. (2) Reactant: [F:1][C:2]([F:42])([F:41])[C:3]1[CH:4]=[C:5]([CH:34]=[C:35]([C:37]([F:40])([F:39])[F:38])[CH:36]=1)[CH2:6][C:7]1[C:12]([N:13]2[CH2:18][CH2:17][O:16][CH2:15][CH2:14]2)=[CH:11][N:10]=[C:9]([NH:19][C@@H:20]2[C:29]3[C:24](=[CH:25][CH:26]=[C:27]([O:30][CH3:31])[N:28]=3)[NH:23][C@H:22]([CH2:32][CH3:33])[CH2:21]2)[N:8]=1.[H-].[Na+].I[CH2:46][C:47]([O:49][CH2:50][CH3:51])=[O:48]. Product: [F:40][C:37]([F:38])([F:39])[C:35]1[CH:34]=[C:5]([CH:4]=[C:3]([C:2]([F:1])([F:41])[F:42])[CH:36]=1)[CH2:6][C:7]1[C:12]([N:13]2[CH2:14][CH2:15][O:16][CH2:17][CH2:18]2)=[CH:11][N:10]=[C:9]([NH:19][C@@H:20]2[C:29]3[C:24](=[CH:25][CH:26]=[C:27]([O:30][CH3:31])[N:28]=3)[N:23]([CH2:46][C:47]([O:49][CH2:50][CH3:51])=[O:48])[C@H:22]([CH2:32][CH3:33])[CH2:21]2)[N:8]=1. The catalyst class is: 9. (3) The catalyst class is: 21. Reactant: [CH3:1][O:2][C:3]1[CH:19]=[CH:18][C:6]([CH2:7][N:8]2[CH:12]=[C:11]([C:13](=O)[CH:14](Br)[F:15])[CH:10]=[N:9]2)=[CH:5][CH:4]=1.[CH3:20][C:21]1[N:26]=[C:25]([NH:27][C:28]([NH2:30])=[S:29])[CH:24]=[CH:23][CH:22]=1. Product: [CH3:1][O:2][C:3]1[CH:19]=[CH:18][C:6]([CH2:7][N:8]2[CH:12]=[C:11]([C:13]3[N:30]=[C:28]([NH:27][C:25]4[CH:24]=[CH:23][CH:22]=[C:21]([CH3:20])[N:26]=4)[S:29][C:14]=3[F:15])[CH:10]=[N:9]2)=[CH:5][CH:4]=1. (4) Reactant: [Cl:1][C:2]1[CH:3]=[CH:4][C:5]([O:30][CH2:31][CH:32]([CH3:34])[CH3:33])=[C:6]([CH2:8][N:9]2[C:13]([CH3:14])=[CH:12][C:11]([C:15]([NH:17][C:18]3[CH:27]=[CH:26][C:21]([C:22](OC)=[O:23])=[C:20]([O:28][CH3:29])[CH:19]=3)=[O:16])=[N:10]2)[CH:7]=1.[H-].[Al+3].[Li+].[H-].[H-].[H-]. Product: [Cl:1][C:2]1[CH:3]=[CH:4][C:5]([O:30][CH2:31][CH:32]([CH3:34])[CH3:33])=[C:6]([CH2:8][N:9]2[C:13]([CH3:14])=[CH:12][C:11]([C:15]([NH:17][C:18]3[CH:27]=[CH:26][C:21]([CH2:22][OH:23])=[C:20]([O:28][CH3:29])[CH:19]=3)=[O:16])=[N:10]2)[CH:7]=1. The catalyst class is: 7. (5) Reactant: C([Li])CCC.I[C:7]1[CH:12]=[CH:11][CH:10]=[CH:9][C:8]=1[I:13].[CH2:14]1[CH:18]2[CH2:19][C:20](=[O:21])[CH:16]([CH2:17]2)[CH2:15]1. Product: [I:13][C:8]1[CH:9]=[CH:10][C:11]([C:20]2([OH:21])[CH2:19][CH:18]3[CH2:17][CH:16]2[CH2:15][CH2:14]3)=[CH:12][CH:7]=1. The catalyst class is: 1.